Dataset: Full USPTO retrosynthesis dataset with 1.9M reactions from patents (1976-2016). Task: Predict the reactants needed to synthesize the given product. (1) Given the product [F:1][C:2]1[C:3]([F:8])=[CH:4][CH:5]=[CH:6][C:7]=1[C:22]1([OH:25])[CH2:21][CH2:20][CH:19]([CH2:14][CH2:15][CH2:16][CH2:17][CH3:18])[CH2:24][CH2:23]1, predict the reactants needed to synthesize it. The reactants are: [F:1][C:2]1[CH:7]=[CH:6][CH:5]=[CH:4][C:3]=1[F:8].C([Li])(CC)C.[CH2:14]([CH:19]1[CH2:24][CH2:23][C:22](=[O:25])[CH2:21][CH2:20]1)[CH2:15][CH2:16][CH2:17][CH3:18].[Cl-].[NH4+]. (2) The reactants are: [Cl-].[Al+3].[Cl-].[Cl-].[H-].[Al+3].[Li+].[H-].[H-].[H-].[Br:11][C:12]1[C:17]2[CH:18]=[C:19]([C:21]([C:23]3[O:24][C:25]4[CH:31]=[CH:30][CH:29]=[C:28]([Br:32])[C:26]=4[CH:27]=3)=O)[O:20][C:16]=2[CH:15]=[CH:14][CH:13]=1.Cl. Given the product [Br:32][C:28]1[C:26]2[CH:27]=[C:23]([CH2:21][C:19]3[O:20][C:16]4[CH:15]=[CH:14][CH:13]=[C:12]([Br:11])[C:17]=4[CH:18]=3)[O:24][C:25]=2[CH:31]=[CH:30][CH:29]=1, predict the reactants needed to synthesize it. (3) Given the product [Br:1][C:2]1[CH:7]=[C:6]([O:8][CH3:9])[C:5]([O:10][CH3:11])=[CH:4][C:3]=1[CH2:12][C:13]([N:22]1[CH2:26][CH2:25][C:24]([C:27]2[CH:32]=[CH:31][C:30]([OH:33])=[CH:29][CH:28]=2)=[N:23]1)=[O:15], predict the reactants needed to synthesize it. The reactants are: [Br:1][C:2]1[CH:7]=[C:6]([O:8][CH3:9])[C:5]([O:10][CH3:11])=[CH:4][C:3]=1[CH2:12][C:13]([OH:15])=O.C(Cl)(=O)C(Cl)=O.[NH:22]1[CH2:26][CH2:25][C:24]([C:27]2[CH:32]=[CH:31][C:30]([OH:33])=[CH:29][CH:28]=2)=[N:23]1. (4) The reactants are: [NH2:1][C:2]1[N:10]=[CH:9][N:8]=[C:7]2[C:3]=1[N:4]=[CH:5][N:6]2[C@H:11]1[C@@H:15]2[O:16][C:17]([CH3:20])([CH3:19])[O:18][C@@H:14]2[C@@H:13]([CH2:21][N:22]([CH:39]([CH3:41])[CH3:40])[CH:23]2[CH2:26][CH:25]([CH2:27][CH2:28][C:29]([O:31]CC3C=CC=CC=3)=[O:30])[CH2:24]2)[O:12]1. Given the product [NH2:1][C:2]1[N:10]=[CH:9][N:8]=[C:7]2[C:3]=1[N:4]=[CH:5][N:6]2[C@H:11]1[C@@H:15]2[O:16][C:17]([CH3:20])([CH3:19])[O:18][C@@H:14]2[C@@H:13]([CH2:21][N:22]([CH:39]([CH3:41])[CH3:40])[CH:23]2[CH2:26][CH:25]([CH2:27][CH2:28][C:29]([OH:31])=[O:30])[CH2:24]2)[O:12]1, predict the reactants needed to synthesize it. (5) Given the product [F:1][C:2]1[CH:7]=[C:6]([C:8]2[N:13]=[C:12]([NH:14][CH2:15][CH2:16][S:17][CH3:18])[C:11]3[C:19]([C:46]4[NH:47][C:48]5[CH2:53][CH2:52][NH:51][CH2:50][C:49]=5[N:61]=4)=[N:20][NH:21][C:10]=3[CH:9]=2)[C:5]([CH2:31][C:32]([F:34])([F:35])[F:33])=[CH:4][C:3]=1[OH:36], predict the reactants needed to synthesize it. The reactants are: [F:1][C:2]1[C:3]([O:36]COCC[Si](C)(C)C)=[CH:4][C:5]([CH2:31][C:32]([F:35])([F:34])[F:33])=[C:6]([C:8]2[N:13]=[C:12]([NH:14][CH2:15][CH2:16][S:17][CH3:18])[C:11]3[C:19](I)=[N:20][N:21](COCC[Si](C)(C)C)[C:10]=3[CH:9]=2)[CH:7]=1.I[C:46]1[NH:47][C:48]2[CH2:53][CH2:52][N:51](C(OC(C)(C)C)=O)[CH2:50][C:49]=2[N:61]=1. (6) The reactants are: [C:1]([CH2:3][NH:4][C:5]([C@@H:7]1[CH2:12][CH2:11][CH2:10][CH2:9][C@@H:8]1[NH:13][C:14]([C:16]1[NH:17][C:18]2[C:23]([CH:24]=1)=[CH:22][CH:21]=[C:20]([O:25][CH2:26][CH2:27][N:28]1[CH2:33][CH2:32]O[CH2:30][CH2:29]1)[CH:19]=2)=[O:15])=[O:6])#[N:2].[N:34]1(CCO)CCOC[CH2:35]1. Given the product [C:1]([CH2:3][NH:4][C:5]([C@@H:7]1[CH2:12][CH2:11][CH2:10][CH2:9][C@@H:8]1[NH:13][C:14]([C:16]1[NH:17][C:18]2[C:23]([CH:24]=1)=[CH:22][CH:21]=[C:20]([O:25][CH2:26][CH2:27][N:28]1[CH2:33][CH2:32][N:34]([CH3:35])[CH2:30][CH2:29]1)[CH:19]=2)=[O:15])=[O:6])#[N:2], predict the reactants needed to synthesize it.